Predict the reaction yield, written as a fraction of the theoretical maximum amount of product (1.0 means a 100% yield; for example, 0.34 means a 34% yield). From a dataset of Reaction yield outcomes from USPTO patents with 853,638 reactions. (1) The reactants are [C:1]1([SH:7])[CH:6]=[CH:5][CH:4]=[CH:3][CH:2]=1.[C:8](Cl)(=[O:12])[C:9](Cl)=[O:10]. The catalyst is CCOCC. The product is [S:7]1[C:9](=[O:10])[C:8](=[O:12])[C:2]2[CH:3]=[CH:4][CH:5]=[CH:6][C:1]1=2. The yield is 0.780. (2) The reactants are [NH2:1][C:2]1[N:6]([C:7]2[CH:12]=[CH:11][CH:10]=[CH:9][CH:8]=2)[NH:5][C:4](=[O:13])[C:3]=1[CH3:14].C([O-])([O-])=O.[K+].[K+].CS(O[CH2:26][CH:27]1[CH2:32][O:31][C:30]([CH3:34])([CH3:33])[O:29][CH2:28]1)(=O)=O.O. The catalyst is CN(C=O)C. The product is [CH3:33][C:30]1([CH3:34])[O:31][CH2:32][CH:27]([CH2:26][O:13][C:4]2[C:3]([CH3:14])=[C:2]([NH2:1])[N:6]([C:7]3[CH:12]=[CH:11][CH:10]=[CH:9][CH:8]=3)[N:5]=2)[CH2:28][O:29]1. The yield is 0.240.